This data is from Forward reaction prediction with 1.9M reactions from USPTO patents (1976-2016). The task is: Predict the product of the given reaction. (1) Given the reactants [C:1]([C:3]1[CH:8]=[CH:7][CH:6]=[CH:5][N:4]=1)#[N:2].O.[NH2:10][NH2:11], predict the reaction product. The product is: [N:4]1[CH:5]=[CH:6][CH:7]=[CH:8][C:3]=1[C:1](=[N:10][NH2:11])[NH2:2]. (2) Given the reactants [NH2:1][C:2]1[S:3][C:4]([C:10]2[CH:15]=[CH:14][C:13]([C:16]([OH:19])([CH3:18])[CH3:17])=[CH:12][C:11]=2[F:20])=[CH:5][C:6]=1[C:7]([NH2:9])=[O:8].Br[C:22]1[N:27]=[C:26]([CH:28]([N:34]2[CH2:39][CH2:38][O:37][CH2:36][CH2:35]2)[CH:29]([OH:33])[CH:30]([CH3:32])[CH3:31])[CH:25]=[CH:24][CH:23]=1, predict the reaction product. The product is: [F:20][C:11]1[CH:12]=[C:13]([C:16]([OH:19])([CH3:17])[CH3:18])[CH:14]=[CH:15][C:10]=1[C:4]1[S:3][C:2]([NH:1][C:22]2[CH:23]=[CH:24][CH:25]=[C:26]([CH:28]([N:34]3[CH2:39][CH2:38][O:37][CH2:36][CH2:35]3)[CH:29]([OH:33])[CH:30]([CH3:32])[CH3:31])[N:27]=2)=[C:6]([C:7]([NH2:9])=[O:8])[CH:5]=1. (3) Given the reactants [Br:1][C:2]1[CH:7]=[C:6](F)[CH:5]=[C:4]([Cl:9])[CH:3]=1.[CH3:10][O-:11].[Na+], predict the reaction product. The product is: [Br:1][C:2]1[CH:7]=[C:6]([O:11][CH3:10])[CH:5]=[C:4]([Cl:9])[CH:3]=1.